From a dataset of NCI-60 drug combinations with 297,098 pairs across 59 cell lines. Regression. Given two drug SMILES strings and cell line genomic features, predict the synergy score measuring deviation from expected non-interaction effect. (1) Drug 1: COC1=CC(=CC(=C1O)OC)C2C3C(COC3=O)C(C4=CC5=C(C=C24)OCO5)OC6C(C(C7C(O6)COC(O7)C8=CC=CS8)O)O. Drug 2: C(=O)(N)NO. Cell line: OVCAR-8. Synergy scores: CSS=29.4, Synergy_ZIP=-1.42, Synergy_Bliss=1.45, Synergy_Loewe=-6.79, Synergy_HSA=3.33. (2) Drug 1: CC(C1=C(C=CC(=C1Cl)F)Cl)OC2=C(N=CC(=C2)C3=CN(N=C3)C4CCNCC4)N. Cell line: NCI-H322M. Drug 2: CC1=C(C=C(C=C1)NC(=O)C2=CC=C(C=C2)CN3CCN(CC3)C)NC4=NC=CC(=N4)C5=CN=CC=C5. Synergy scores: CSS=-4.01, Synergy_ZIP=-0.763, Synergy_Bliss=-6.48, Synergy_Loewe=-8.59, Synergy_HSA=-8.40. (3) Drug 1: C1CN(CCN1C(=O)CCBr)C(=O)CCBr. Drug 2: CC1C(C(CC(O1)OC2CC(CC3=C2C(=C4C(=C3O)C(=O)C5=CC=CC=C5C4=O)O)(C(=O)C)O)N)O. Cell line: OVCAR-4. Synergy scores: CSS=20.4, Synergy_ZIP=-7.88, Synergy_Bliss=-6.19, Synergy_Loewe=-21.6, Synergy_HSA=-2.38. (4) Drug 1: CC1=C(C(=CC=C1)Cl)NC(=O)C2=CN=C(S2)NC3=CC(=NC(=N3)C)N4CCN(CC4)CCO. Synergy scores: CSS=0.414, Synergy_ZIP=0.116, Synergy_Bliss=0.522, Synergy_Loewe=-1.13, Synergy_HSA=-0.202. Drug 2: CN(C(=O)NC(C=O)C(C(C(CO)O)O)O)N=O. Cell line: MALME-3M. (5) Drug 1: CC1=CC=C(C=C1)C2=CC(=NN2C3=CC=C(C=C3)S(=O)(=O)N)C(F)(F)F. Drug 2: B(C(CC(C)C)NC(=O)C(CC1=CC=CC=C1)NC(=O)C2=NC=CN=C2)(O)O. Cell line: ACHN. Synergy scores: CSS=38.2, Synergy_ZIP=5.49, Synergy_Bliss=3.21, Synergy_Loewe=-40.0, Synergy_HSA=-5.38. (6) Drug 1: CC1C(C(CC(O1)OC2CC(CC3=C2C(=C4C(=C3O)C(=O)C5=C(C4=O)C(=CC=C5)OC)O)(C(=O)CO)O)N)O.Cl. Drug 2: CN(C(=O)NC(C=O)C(C(C(CO)O)O)O)N=O. Cell line: HCT-15. Synergy scores: CSS=-0.210, Synergy_ZIP=5.78, Synergy_Bliss=6.49, Synergy_Loewe=-1.74, Synergy_HSA=-1.68. (7) Drug 1: C1CCN(CC1)CCOC2=CC=C(C=C2)C(=O)C3=C(SC4=C3C=CC(=C4)O)C5=CC=C(C=C5)O. Drug 2: CN(CCCl)CCCl.Cl. Cell line: SK-MEL-2. Synergy scores: CSS=-6.62, Synergy_ZIP=3.55, Synergy_Bliss=0.338, Synergy_Loewe=-5.97, Synergy_HSA=-5.99. (8) Drug 1: C(=O)(N)NO. Drug 2: CCCCC(=O)OCC(=O)C1(CC(C2=C(C1)C(=C3C(=C2O)C(=O)C4=C(C3=O)C=CC=C4OC)O)OC5CC(C(C(O5)C)O)NC(=O)C(F)(F)F)O. Cell line: OVCAR-8. Synergy scores: CSS=35.1, Synergy_ZIP=-9.33, Synergy_Bliss=-7.08, Synergy_Loewe=-25.0, Synergy_HSA=-7.71. (9) Drug 1: CN(CC1=CN=C2C(=N1)C(=NC(=N2)N)N)C3=CC=C(C=C3)C(=O)NC(CCC(=O)O)C(=O)O. Drug 2: CC1=C(C(=CC=C1)Cl)NC(=O)C2=CN=C(S2)NC3=CC(=NC(=N3)C)N4CCN(CC4)CCO. Cell line: HT29. Synergy scores: CSS=48.5, Synergy_ZIP=-6.98, Synergy_Bliss=-10.8, Synergy_Loewe=-9.39, Synergy_HSA=-6.14.